Dataset: Peptide-MHC class II binding affinity with 134,281 pairs from IEDB. Task: Regression. Given a peptide amino acid sequence and an MHC pseudo amino acid sequence, predict their binding affinity value. This is MHC class II binding data. (1) The peptide sequence is AAPEAARSLASSLPG. The MHC is HLA-DPA10201-DPB11401 with pseudo-sequence HLA-DPA10201-DPB11401. The binding affinity (normalized) is 0.0668. (2) The peptide sequence is FMVAMFLAVAVVLGL. The MHC is HLA-DQA10401-DQB10402 with pseudo-sequence HLA-DQA10401-DQB10402. The binding affinity (normalized) is 0.251. (3) The peptide sequence is EDPLFQLVSKLYEVV. The MHC is DRB3_0101 with pseudo-sequence DRB3_0101. The binding affinity (normalized) is 0.383.